From a dataset of Peptide-MHC class II binding affinity with 134,281 pairs from IEDB. Regression. Given a peptide amino acid sequence and an MHC pseudo amino acid sequence, predict their binding affinity value. This is MHC class II binding data. (1) The peptide sequence is TVLKQLVKSGVLAMS. The MHC is DRB1_1501 with pseudo-sequence DRB1_1501. The binding affinity (normalized) is 0.814. (2) The peptide sequence is IQYVNYWFAPGAGAA. The MHC is HLA-DQA10301-DQB10302 with pseudo-sequence HLA-DQA10301-DQB10302. The binding affinity (normalized) is 0.258. (3) The peptide sequence is DVFYNGAYFVSSGKY. The MHC is DRB1_0401 with pseudo-sequence DRB1_0401. The binding affinity (normalized) is 0.391. (4) The peptide sequence is EKKYWAATQFEPLAA. The MHC is HLA-DQA10501-DQB10301 with pseudo-sequence HLA-DQA10501-DQB10301. The binding affinity (normalized) is 0.227.